This data is from Peptide-MHC class II binding affinity with 134,281 pairs from IEDB. The task is: Regression. Given a peptide amino acid sequence and an MHC pseudo amino acid sequence, predict their binding affinity value. This is MHC class II binding data. (1) The peptide sequence is LVGPTPVNIIGRNILTQIGC. The MHC is DRB1_1101 with pseudo-sequence DRB1_1101. The binding affinity (normalized) is 0.467. (2) The peptide sequence is MAYVTGGLVQQTSQW. The MHC is DRB1_0101 with pseudo-sequence DRB1_0101. The binding affinity (normalized) is 0.728. (3) The peptide sequence is IGPRHPIRALVGDEV. The MHC is HLA-DPA10201-DPB10501 with pseudo-sequence HLA-DPA10201-DPB10501. The binding affinity (normalized) is 0.122. (4) The peptide sequence is PTMLKKGMTTVLDFH. The MHC is DRB4_0103 with pseudo-sequence DRB4_0103. The binding affinity (normalized) is 0.723. (5) The peptide sequence is HDIYIVMPVFIIKR. The MHC is DRB5_0101 with pseudo-sequence DRB5_0101. The binding affinity (normalized) is 0.284.